This data is from Full USPTO retrosynthesis dataset with 1.9M reactions from patents (1976-2016). The task is: Predict the reactants needed to synthesize the given product. (1) Given the product [Cl:26][C:4]1[N:3]=[C:2]([NH:32][C:30](=[O:31])[C:29]2[C:28]([F:27])=[CH:36][CH:35]=[CH:34][C:33]=2[F:37])[CH:7]=[C:6]([C:8]2[C:16]3[C:11](=[N:12][CH:13]=[CH:14][CH:15]=3)[NH:10][CH:9]=2)[CH:5]=1, predict the reactants needed to synthesize it. The reactants are: Cl[C:2]1[CH:7]=[C:6]([C:8]2[C:16]3[C:11](=[N:12][CH:13]=[CH:14][CH:15]=3)[N:10](S(C3C=CC=CC=3)(=O)=O)[CH:9]=2)[CH:5]=[C:4]([Cl:26])[N:3]=1.[F:27][C:28]1[CH:36]=[CH:35][CH:34]=[C:33]([F:37])[C:29]=1[C:30]([NH2:32])=[O:31].C(=O)([O-])[O-].[Cs+].[Cs+].CC1(C)C2C(=C(P(C3C=CC=CC=3)C3C=CC=CC=3)C=CC=2)OC2C(P(C3C=CC=CC=3)C3C=CC=CC=3)=CC=CC1=2. (2) Given the product [CH3:3][C@@H:4]1[CH2:9][O:8][CH2:7][CH2:6][N:5]1[C:10]1[CH:15]=[C:14]([C:16]2([S@@:19]([CH3:22])(=[NH:21])=[O:20])[CH2:18][CH2:17]2)[N:13]=[C:12]([C:23]2[CH:28]=[CH:27][N:26]=[C:25]3[NH:29][CH:30]=[CH:31][C:24]=23)[N:11]=1, predict the reactants needed to synthesize it. The reactants are: [OH-].[Na+].[CH3:3][C@@H:4]1[CH2:9][O:8][CH2:7][CH2:6][N:5]1[C:10]1[CH:15]=[C:14]([C:16]2([S@:19]([CH3:22])(=[NH:21])=[O:20])[CH2:18][CH2:17]2)[N:13]=[C:12]([C:23]2[CH:28]=[CH:27][N:26]=[C:25]3[N:29](S(C4C=CC(C)=CC=4)(=O)=O)[CH:30]=[CH:31][C:24]=23)[N:11]=1. (3) Given the product [C:23]([C:4]1[CH:3]=[C:2]([NH2:1])[N:6]([C:7]2[C:8]([CH2:21][O:22][Si:33]([CH:40]([CH3:42])[CH3:41])([CH:37]([CH3:39])[CH3:38])[CH:34]([CH3:36])[CH3:35])=[N:9][N:10]([CH2:12][CH2:13][O:14][CH:15]3[CH2:20][CH2:19][CH2:18][CH2:17][O:16]3)[CH:11]=2)[N:5]=1)([CH3:26])([CH3:25])[CH3:24], predict the reactants needed to synthesize it. The reactants are: [NH2:1][C:2]1[N:6]([C:7]2[C:8]([CH2:21][OH:22])=[N:9][N:10]([CH2:12][CH2:13][O:14][CH:15]3[CH2:20][CH2:19][CH2:18][CH2:17][O:16]3)[CH:11]=2)[N:5]=[C:4]([C:23]([CH3:26])([CH3:25])[CH3:24])[CH:3]=1.N1C=CN=C1.Cl[Si:33]([CH:40]([CH3:42])[CH3:41])([CH:37]([CH3:39])[CH3:38])[CH:34]([CH3:36])[CH3:35]. (4) Given the product [CH3:15][C:16]1([CH2:21][CH2:22][CH2:23][NH:24][C:2]2[C:11]3[C:6](=[CH:7][CH:8]=[CH:9][CH:10]=3)[N:5]=[CH:4][C:3]=2[N+:12]([O-:14])=[O:13])[O:20][CH2:19][CH2:18][O:17]1, predict the reactants needed to synthesize it. The reactants are: Cl[C:2]1[C:11]2[C:6](=[CH:7][CH:8]=[CH:9][CH:10]=2)[N:5]=[CH:4][C:3]=1[N+:12]([O-:14])=[O:13].[CH3:15][C:16]1([CH2:21][CH2:22][CH2:23][NH2:24])[O:20][CH2:19][CH2:18][O:17]1.C(N(CC)CC)C. (5) Given the product [CH2:1]([O:3][C:4]([C:6]1[CH:10]=[C:9]([C:41]([OH:44])=[O:43])[O:8][CH:7]=1)=[O:5])[CH3:2], predict the reactants needed to synthesize it. The reactants are: [CH2:1]([O:3][C:4]([C:6]1[CH:10]=[CH:9][O:8][CH:7]=1)=[O:5])[CH3:2].BrBr.C1(P(C2C=CC=CC=2)C2C=CC=CC=2)C=CC=CC=1.C(N(CC)CC)C.O.Cl.[C:41]([OH:44])(=[O:43])C. (6) The reactants are: [CH3:1][S:2]([O:5][C:6]1[CH:11]=[CH:10][C:9]([NH2:12])=[C:8]([NH:13][CH:14]2[CH2:19][CH2:18][CH2:17][CH2:16][CH2:15]2)[N:7]=1)(=[O:4])=[O:3].C1N=CN([C:25](N2C=NC=C2)=[O:26])C=1. Given the product [CH3:1][S:2]([O:5][C:6]1[N:7]=[C:8]2[N:13]([CH:14]3[CH2:15][CH2:16][CH2:17][CH2:18][CH2:19]3)[C:25]([OH:26])=[N:12][C:9]2=[CH:10][CH:11]=1)(=[O:3])=[O:4], predict the reactants needed to synthesize it.